Dataset: Reaction yield outcomes from USPTO patents with 853,638 reactions. Task: Predict the reaction yield, written as a fraction of the theoretical maximum amount of product (1.0 means a 100% yield; for example, 0.34 means a 34% yield). (1) The reactants are [Cl:1][C:2]1[C:7]([C:8]([OH:10])=[O:9])=[C:6]([F:11])[C:5]([O:12]C)=[CH:4][CH:3]=1.BrB(Br)Br. The catalyst is C(Cl)Cl. The product is [Cl:1][C:2]1[C:7]([C:8]([OH:10])=[O:9])=[C:6]([F:11])[C:5]([OH:12])=[CH:4][CH:3]=1. The yield is 0.860. (2) The reactants are [NH:1]1[C:5](=[O:6])[CH2:4][CH2:3][C@H:2]1[C:7]([OH:9])=O.[NH4+].O[N:12]1C2C=CC=CC=2N=N1.C1CCC(N=C=NC2CCCCC2)CC1. The catalyst is CN(C)C=O. The product is [O:6]=[C:5]1[NH:1][C@H:2]([C:7]([NH2:12])=[O:9])[CH2:3][CH2:4]1. The yield is 0.980. (3) The reactants are [F:1][C:2]1[CH:25]=[CH:24][C:5]([CH2:6][O:7][C:8]2[CH:9]=[C:10]3[C:14](=[CH:15][CH:16]=2)[C:13](=[O:17])[N:12]([C@@H:18]([CH3:22])[C:19]([NH2:21])=O)[C:11]3=[O:23])=[CH:4][CH:3]=1.COC1C=CC(P2(SP(C3C=CC(OC)=CC=3)(=S)S2)=[S:35])=CC=1. The catalyst is O1CCCC1. The yield is 0.360. The product is [F:1][C:2]1[CH:25]=[CH:24][C:5]([CH2:6][O:7][C:8]2[CH:9]=[C:10]3[C:14](=[CH:15][CH:16]=2)[C:13](=[O:17])[N:12]([C@@H:18]([CH3:22])[C:19]([NH2:21])=[S:35])[C:11]3=[O:23])=[CH:4][CH:3]=1. (4) The product is [F:1][C:2]1[CH:3]=[C:4]([NH:22][C:23](=[O:35])[C:24]([NH:26][CH2:27][CH2:28][C:29]2[CH:30]=[CH:31][CH:32]=[CH:33][CH:34]=2)=[O:25])[CH:5]=[CH:6][C:7]=1[O:8][C:9]1[C:18]2[C:13](=[CH:14][C:15]([O:21][CH2:38][CH2:39][CH2:40][N:41]3[CH2:46][CH2:45][O:44][CH2:43][CH2:42]3)=[C:16]([O:19][CH3:20])[CH:17]=2)[N:12]=[CH:11][CH:10]=1. The catalyst is CN(C=O)C. The reactants are [F:1][C:2]1[CH:3]=[C:4]([NH:22][C:23](=[O:35])[C:24]([NH:26][CH2:27][CH2:28][C:29]2[CH:34]=[CH:33][CH:32]=[CH:31][CH:30]=2)=[O:25])[CH:5]=[CH:6][C:7]=1[O:8][C:9]1[C:18]2[C:13](=[CH:14][C:15]([OH:21])=[C:16]([O:19][CH3:20])[CH:17]=2)[N:12]=[CH:11][CH:10]=1.Cl.Cl[CH2:38][CH2:39][CH2:40][N:41]1[CH2:46][CH2:45][O:44][CH2:43][CH2:42]1.C(=O)([O-])[O-].[K+].[K+]. The yield is 0.740.